Dataset: NCI-60 drug combinations with 297,098 pairs across 59 cell lines. Task: Regression. Given two drug SMILES strings and cell line genomic features, predict the synergy score measuring deviation from expected non-interaction effect. (1) Synergy scores: CSS=1.55, Synergy_ZIP=0.141, Synergy_Bliss=1.85, Synergy_Loewe=-1.05, Synergy_HSA=-0.322. Cell line: UACC-257. Drug 2: C(CN)CNCCSP(=O)(O)O. Drug 1: CC1=C(C(=CC=C1)Cl)NC(=O)C2=CN=C(S2)NC3=CC(=NC(=N3)C)N4CCN(CC4)CCO. (2) Drug 1: CC1=C(C(=O)C2=C(C1=O)N3CC4C(C3(C2COC(=O)N)OC)N4)N. Drug 2: CC12CCC3C(C1CCC2OP(=O)(O)O)CCC4=C3C=CC(=C4)OC(=O)N(CCCl)CCCl.[Na+]. Cell line: HT29. Synergy scores: CSS=28.8, Synergy_ZIP=5.65, Synergy_Bliss=7.69, Synergy_Loewe=-13.4, Synergy_HSA=6.03. (3) Drug 1: C1CC(=O)NC(=O)C1N2CC3=C(C2=O)C=CC=C3N. Drug 2: CC1=C(N=C(N=C1N)C(CC(=O)N)NCC(C(=O)N)N)C(=O)NC(C(C2=CN=CN2)OC3C(C(C(C(O3)CO)O)O)OC4C(C(C(C(O4)CO)O)OC(=O)N)O)C(=O)NC(C)C(C(C)C(=O)NC(C(C)O)C(=O)NCCC5=NC(=CS5)C6=NC(=CS6)C(=O)NCCC[S+](C)C)O. Cell line: UO-31. Synergy scores: CSS=7.37, Synergy_ZIP=-2.22, Synergy_Bliss=-1.22, Synergy_Loewe=-60.0, Synergy_HSA=-2.63. (4) Drug 1: CNC(=O)C1=CC=CC=C1SC2=CC3=C(C=C2)C(=NN3)C=CC4=CC=CC=N4. Drug 2: C1CCN(CC1)CCOC2=CC=C(C=C2)C(=O)C3=C(SC4=C3C=CC(=C4)O)C5=CC=C(C=C5)O. Cell line: DU-145. Synergy scores: CSS=2.23, Synergy_ZIP=3.21, Synergy_Bliss=6.42, Synergy_Loewe=3.01, Synergy_HSA=3.28. (5) Drug 1: C1CN1C2=NC(=NC(=N2)N3CC3)N4CC4. Drug 2: CCC1=CC2CC(C3=C(CN(C2)C1)C4=CC=CC=C4N3)(C5=C(C=C6C(=C5)C78CCN9C7C(C=CC9)(C(C(C8N6C)(C(=O)OC)O)OC(=O)C)CC)OC)C(=O)OC.C(C(C(=O)O)O)(C(=O)O)O. Cell line: UACC-257. Synergy scores: CSS=20.1, Synergy_ZIP=-8.19, Synergy_Bliss=-8.09, Synergy_Loewe=-12.0, Synergy_HSA=-6.01. (6) Cell line: SN12C. Drug 1: CC1C(C(CC(O1)OC2CC(OC(C2O)C)OC3=CC4=CC5=C(C(=O)C(C(C5)C(C(=O)C(C(C)O)O)OC)OC6CC(C(C(O6)C)O)OC7CC(C(C(O7)C)O)OC8CC(C(C(O8)C)O)(C)O)C(=C4C(=C3C)O)O)O)O. Drug 2: C(CCl)NC(=O)N(CCCl)N=O. Synergy scores: CSS=19.3, Synergy_ZIP=0.0171, Synergy_Bliss=4.70, Synergy_Loewe=-22.6, Synergy_HSA=2.85. (7) Drug 1: CCCS(=O)(=O)NC1=C(C(=C(C=C1)F)C(=O)C2=CNC3=C2C=C(C=N3)C4=CC=C(C=C4)Cl)F. Drug 2: C(=O)(N)NO. Cell line: RXF 393. Synergy scores: CSS=20.6, Synergy_ZIP=-4.46, Synergy_Bliss=2.04, Synergy_Loewe=4.59, Synergy_HSA=4.81. (8) Drug 1: C1CN1C2=NC(=NC(=N2)N3CC3)N4CC4. Drug 2: CC12CCC3C(C1CCC2=O)CC(=C)C4=CC(=O)C=CC34C. Cell line: BT-549. Synergy scores: CSS=19.4, Synergy_ZIP=2.53, Synergy_Bliss=0.763, Synergy_Loewe=-3.34, Synergy_HSA=-2.03.